From a dataset of Full USPTO retrosynthesis dataset with 1.9M reactions from patents (1976-2016). Predict the reactants needed to synthesize the given product. (1) Given the product [CH3:1][C:2]1[C:11]([CH3:12])=[N:10][C:9]2[C:4](=[C:5]([CH3:17])[CH:6]=[C:7]([CH2:13][OH:14])[CH:8]=2)[N:3]=1, predict the reactants needed to synthesize it. The reactants are: [CH3:1][C:2]1[C:11]([CH3:12])=[N:10][C:9]2[C:4](=[C:5]([CH3:17])[CH:6]=[C:7]([C:13](OC)=[O:14])[CH:8]=2)[N:3]=1.[H-].[Al+3].[Li+].[H-].[H-].[H-]. (2) Given the product [C:23]([O:22][C:20]([NH:1][C@H:2]([CH2:7][C:8]1[CH:9]=[CH:10][C:11]([OH:14])=[CH:12][CH:13]=1)[C:3]([O:5][CH3:6])=[O:4])=[O:21])([CH3:26])([CH3:25])[CH3:24], predict the reactants needed to synthesize it. The reactants are: [NH2:1][C@H:2]([CH2:7][C:8]1[CH:13]=[CH:12][C:11]([OH:14])=[CH:10][CH:9]=1)[C:3]([O:5][CH3:6])=[O:4].C(=O)(O)[O-].[Na+].[C:20](O[C:20]([O:22][C:23]([CH3:26])([CH3:25])[CH3:24])=[O:21])([O:22][C:23]([CH3:26])([CH3:25])[CH3:24])=[O:21]. (3) Given the product [CH2:1]([N:5]1[C:13]2[C:12](=[O:14])[N:11]([CH3:15])[C:10](=[O:16])[N:9]([CH3:17])[C:8]=2[N:7]=[C:6]1[N:18]1[CH2:19][CH2:20][NH:21][CH2:22][CH2:23]1)[C:2]#[C:3][CH3:4], predict the reactants needed to synthesize it. The reactants are: [CH2:1]([N:5]1[C:13]2[C:12](=[O:14])[N:11]([CH3:15])[C:10](=[O:16])[N:9]([CH3:17])[C:8]=2[N:7]=[C:6]1[N:18]1[CH2:23][CH2:22][N:21](C(OC(C)(C)C)=O)[CH2:20][CH2:19]1)[C:2]#[C:3][CH3:4]. (4) Given the product [N:1]1[CH:6]=[CH:5][CH:4]=[CH:3][C:2]=1[C:7]#[C:8][C:9]1[CH:10]=[C:11]([O:28][C:29]([F:32])([F:30])[F:31])[CH:12]=[C:13]2[C:18]=1[O:17][CH:16]([C:19]([F:22])([F:21])[F:20])[C:15]([C:23]([OH:25])=[O:24])=[CH:14]2, predict the reactants needed to synthesize it. The reactants are: [N:1]1[CH:6]=[CH:5][CH:4]=[CH:3][C:2]=1[C:7]#[C:8][C:9]1[CH:10]=[C:11]([O:28][C:29]([F:32])([F:31])[F:30])[CH:12]=[C:13]2[C:18]=1[O:17][CH:16]([C:19]([F:22])([F:21])[F:20])[C:15]([C:23]([O:25]CC)=[O:24])=[CH:14]2.